This data is from Reaction yield outcomes from USPTO patents with 853,638 reactions. The task is: Predict the reaction yield, written as a fraction of the theoretical maximum amount of product (1.0 means a 100% yield; for example, 0.34 means a 34% yield). (1) The reactants are [CH3:1][O:2][CH2:3][C:4]([OH:6])=O.O=C1N(P(Cl)(N2CCOC2=O)=O)CCO1.C(N(CC)CC)C.[Br:29][C:30]1[C:31]([F:40])=[C:32]2[C:38]([NH2:39])=[CH:37][NH:36][C:33]2=[N:34][CH:35]=1.[Li+].[OH-].C([O-])([O-])=O.[Na+].[Na+]. The catalyst is C(Cl)Cl. The product is [Br:29][C:30]1[C:31]([F:40])=[C:32]2[C:38]([NH:39][C:4](=[O:6])[CH2:3][O:2][CH3:1])=[CH:37][NH:36][C:33]2=[N:34][CH:35]=1. The yield is 0.450. (2) The reactants are [OH-:1].[Na+].BrBr.[C:5]([C:8]1[CH:9]=[CH:10][C:11]([O:16][CH2:17][CH2:18][CH3:19])=[C:12]([CH:15]=1)[C:13]#[N:14])(=[O:7])C.Cl. The catalyst is O.O1CCOCC1. The product is [C:13]([C:12]1[CH:15]=[C:8]([CH:9]=[CH:10][C:11]=1[O:16][CH2:17][CH2:18][CH3:19])[C:5]([OH:7])=[O:1])#[N:14]. The yield is 0.920. (3) The reactants are [Cl:1][C:2]1[N:7]=[C:6]([NH:8][C:9]2[C:17]3[O:16][CH:15]=[N:14][C:13]=3[CH:12]=[CH:11][CH:10]=2)[CH:5]=[CH:4][N:3]=1.CI.Cl[C:21]1N=C(N(C2C3OCOC=3C=CC=2Cl)C)C=CN=1. No catalyst specified. The product is [Cl:1][C:2]1[N:7]=[C:6]([N:8]([CH3:21])[C:9]2[C:17]3[O:16][CH:15]=[N:14][C:13]=3[CH:12]=[CH:11][CH:10]=2)[CH:5]=[CH:4][N:3]=1. The yield is 0.570. (4) The reactants are C(OC([N:11]1[CH2:14][CH2:13][C@H:12]1[CH2:15][O:16][C:17]1[CH:18]=[C:19]([N:23]2[CH2:28][CH:27]3[CH:25]([CH2:26]3)[CH2:24]2)[CH:20]=[N:21][CH:22]=1)=O)C1C=CC=CC=1.[C:29]([OH:38])(=[O:37])[C@@H:30]([C@H:32]([C:34]([OH:36])=[O:35])[OH:33])[OH:31]. The product is [C:34]([C@@H:32]([C@H:30]([C:29]([OH:38])=[O:37])[OH:31])[OH:33])([OH:36])=[O:35].[NH:11]1[CH2:14][CH2:13][C@H:12]1[CH2:15][O:16][C:17]1[CH:18]=[C:19]([N:23]2[CH2:24][CH:25]3[CH:27]([CH2:26]3)[CH2:28]2)[CH:20]=[N:21][CH:22]=1. The yield is 0.910. The catalyst is CO.[Pd]. (5) The catalyst is C1COCC1.C(Cl)Cl. The yield is 0.925. The product is [CH3:49][N:48]([CH3:50])[O:47][CH2:46][CH2:45][O:44][C@@H:32]1[C@H:31]([OH:51])[C@@H:30]([CH2:29][OH:28])[O:34][C@H:33]1[N:35]1[CH:42]=[C:41]([CH3:43])[C:39](=[O:40])[NH:38][C:36]1=[O:37]. The reactants are F.F.F.C(N(CC)CC)C.[Si]([O:28][CH2:29][C@H:30]1[O:34][C@@H:33]([N:35]2[CH:42]=[C:41]([CH3:43])[C:39](=[O:40])[NH:38][C:36]2=[O:37])[C@H:32]([O:44][CH2:45][CH2:46][O:47][N:48]([CH3:50])[CH3:49])[C@@H:31]1[OH:51])(C(C)(C)C)(C1C=CC=CC=1)C1C=CC=CC=1.CO.